From a dataset of Forward reaction prediction with 1.9M reactions from USPTO patents (1976-2016). Predict the product of the given reaction. (1) Given the reactants [O:1]1[CH2:5][CH2:4][CH2:3][CH:2]1[C:6]([OH:8])=O.C(Cl)Cl.[N:12]1([C:18]([C@H:20]2[CH2:25][CH2:24][C@H:23]([CH2:26][N:27]3[C:36](=[O:37])[C:35]4[C:30](=[CH:31][CH:32]=[CH:33][CH:34]=4)[NH:29][C:28]3=[O:38])[CH2:22][CH2:21]2)=[O:19])[CH2:17][CH2:16][NH:15][CH2:14][CH2:13]1, predict the reaction product. The product is: [O:1]1[CH2:5][CH2:4][CH2:3][CH:2]1[C:6]([N:15]1[CH2:16][CH2:17][N:12]([C:18]([CH:20]2[CH2:25][CH2:24][CH:23]([CH2:26][N:27]3[C:36](=[O:37])[C:35]4[C:30](=[CH:31][CH:32]=[CH:33][CH:34]=4)[NH:29][C:28]3=[O:38])[CH2:22][CH2:21]2)=[O:19])[CH2:13][CH2:14]1)=[O:8]. (2) Given the reactants BrC1N=C2CCCN(CCCCCCC([O-])=O)C2=NC=1Cl.[Br:22][C:23]1[N:24]=[C:25]2[CH2:33][CH2:32][C:31](=O)[N:30]([CH2:35][CH2:36][CH2:37][CH2:38][CH2:39][CH2:40][C:41]([O:43][CH2:44][CH3:45])=[O:42])[C:26]2=[N:27][C:28]=1[Cl:29].CO, predict the reaction product. The product is: [Br:22][C:23]1[N:24]=[C:25]2[CH2:33][CH2:32][CH2:31][N:30]([CH2:35][CH2:36][CH2:37][CH2:38][CH2:39][CH2:40][C:41]([O:43][CH2:44][CH3:45])=[O:42])[C:26]2=[N:27][C:28]=1[Cl:29].